From a dataset of Forward reaction prediction with 1.9M reactions from USPTO patents (1976-2016). Predict the product of the given reaction. Given the reactants [CH3:1][O:2][C:3]1[CH:8]=[CH:7][CH:6]=[CH:5][C:4]=1[S:9][C:10]1[CH:15]=[CH:14][C:13](/[CH:16]=[CH:17]/[C:18](O)=[O:19])=[C:12]([C:21]([F:24])([F:23])[F:22])[C:11]=1[Cl:25].[NH:26]1[CH2:36][CH2:35][CH:29]([C:30]([O:32][CH2:33][CH3:34])=[O:31])[CH2:28][CH2:27]1.CCN(C(C)C)C(C)C, predict the reaction product. The product is: [CH3:1][O:2][C:3]1[CH:8]=[CH:7][CH:6]=[CH:5][C:4]=1[S:9][C:10]1[CH:15]=[CH:14][C:13](/[CH:16]=[CH:17]/[C:18]([N:26]2[CH2:27][CH2:28][CH:29]([C:30]([O:32][CH2:33][CH3:34])=[O:31])[CH2:35][CH2:36]2)=[O:19])=[C:12]([C:21]([F:23])([F:22])[F:24])[C:11]=1[Cl:25].